From a dataset of Catalyst prediction with 721,799 reactions and 888 catalyst types from USPTO. Predict which catalyst facilitates the given reaction. (1) Reactant: [CH3:1][O:2][C:3]1[CH:4]=[C:5]([NH:13][C:14]2[N:15]=[CH:16][C:17]3[CH2:23][NH:22][CH2:21]C[C:18]=3[N:19]=2)[CH:6]=[C:7]([O:11][CH3:12])[C:8]=1[O:9][CH3:10].[C:24](=[O:29])([O:27][CH3:28])OC.C(N(C(C)C)CC)(C)C. Product: [CH3:12][O:11][C:7]1[CH:6]=[C:5]([NH:13][C:14]2[N:19]=[CH:18][C:17]3[CH2:23][N:22]([C:24]([O:27][CH3:28])=[O:29])[CH2:21][C:16]=3[N:15]=2)[CH:4]=[C:3]([O:2][CH3:1])[C:8]=1[O:9][CH3:10]. The catalyst class is: 49. (2) Reactant: [Br:1][C:2](=[CH2:5])[CH:3]=O.BrBr.[NH2:8][C:9]1[CH:17]=[CH:16][CH:15]=[C:14]([O:18]C)[C:10]=1[C:11]([OH:13])=[O:12]. Product: [Br:1][C:2]1[CH:3]=[N:8][C:9]2[C:17]([CH:5]=1)=[CH:16][CH:15]=[C:14]([OH:18])[C:10]=2[C:11]([OH:13])=[O:12]. The catalyst class is: 15. (3) Reactant: [C:1]1([C:7]2[C:15]([C:16]([O:18]CC)=[O:17])=[C:10]3[CH:11]=[CH:12][CH:13]=[CH:14][N:9]3[N:8]=2)[CH:6]=[CH:5][CH:4]=[CH:3][CH:2]=1.[OH-].[Na+].[ClH:23]. Product: [ClH:23].[C:1]1([C:7]2[C:15]([C:16]([OH:18])=[O:17])=[C:10]3[CH:11]=[CH:12][CH:13]=[CH:14][N:9]3[N:8]=2)[CH:2]=[CH:3][CH:4]=[CH:5][CH:6]=1. The catalyst class is: 14. (4) Reactant: [C:1]([N:8]1[CH2:11][C:10](=[O:12])[CH2:9]1)([O:3][C:4]([CH3:7])([CH3:6])[CH3:5])=[O:2].[C:13]1([C:19]#[C:20][C:21]2[CH:26]=[CH:25][CH:24]=[CH:23][CH:22]=2)[CH:18]=[CH:17][CH:16]=[CH:15][CH:14]=1. Product: [O:12]=[C:10]1[CH2:9][N:8]([C:1]([O:3][C:4]([CH3:7])([CH3:6])[CH3:5])=[O:2])[CH2:11][C:19]([C:13]2[CH:18]=[CH:17][CH:16]=[CH:15][CH:14]=2)=[C:20]1[C:21]1[CH:22]=[CH:23][CH:24]=[CH:25][CH:26]=1. The catalyst class is: 11. (5) The catalyst class is: 120. Product: [CH:15]1[C:25]2[CH:24]=[CH:23][C:22]3[CH:26]=[CH:27][CH:28]=[CH:29][C:21]=3[C:20](=[C:30]3[CH2:31][CH2:32][N:33]([C:11](=[O:13])[CH2:10][NH:9][C:7](=[O:8])[O:6][C:3]([CH2:1][CH3:2])([CH3:14])[CH2:4][CH3:5])[CH2:34][CH2:35]3)[C:19]=2[CH:18]=[CH:17][CH:16]=1. Reactant: [CH2:1]([C:3]([CH3:14])([O:6][C:7]([NH:9][CH2:10][C:11]([OH:13])=O)=[O:8])[CH2:4][CH3:5])[CH3:2].[CH:15]1[C:25]2[CH:24]=[CH:23][C:22]3[CH:26]=[CH:27][CH:28]=[CH:29][C:21]=3[C:20](=[C:30]3[CH2:35][CH2:34][NH:33][CH2:32][CH2:31]3)[C:19]=2[CH:18]=[CH:17][CH:16]=1.Cl.C(N=C=NCCCN(C)C)C.C(N(CC)CC)C.CN(C1C=CC=CN=1)C. (6) Reactant: [CH3:1][CH:2]([O:6][C:7]1[CH:8]=[C:9]([NH2:13])[CH:10]=[CH:11][CH:12]=1)[CH2:3][CH2:4][CH3:5].[N:14]1[C:23]2[C:18](=[CH:19][CH:20]=[CH:21][CH:22]=2)[CH:17]=[C:16]([CH:24]=O)[CH:15]=1.[BH4-].[Na+]. Product: [CH3:1][CH:2]([O:6][C:7]1[CH:8]=[C:9]([NH:13][CH2:24][C:16]2[CH:15]=[N:14][C:23]3[C:18]([CH:17]=2)=[CH:19][CH:20]=[CH:21][CH:22]=3)[CH:10]=[CH:11][CH:12]=1)[CH2:3][CH2:4][CH3:5]. The catalyst class is: 5. (7) Reactant: [C:1]([O:4]C(=O)C)(=[O:3])[CH3:2].[CH:8]([O:11][C:12]([N:14]1[CH2:20][CH2:19][CH2:18][CH:17]([NH:21][CH2:22][C:23]2[CH:28]=[C:27]([C:29]([F:32])([F:31])[F:30])[CH:26]=[C:25]([C:33]([F:36])([F:35])[F:34])[CH:24]=2)[C:16]2[C:37]([F:42])=[C:38]([CH3:41])[CH:39]=[CH:40][C:15]1=2)=[O:13])([CH3:10])[CH3:9].N1C=CC=CC=1.Cl. Product: [C:1]([O-:4])(=[O:3])[CH3:2].[C:1]([N:21]([CH2:22][C:23]1[CH:24]=[C:25]([C:33]([F:35])([F:36])[F:34])[CH:26]=[C:27]([C:29]([F:32])([F:30])[F:31])[CH:28]=1)[CH:17]1[CH2:18][CH2:19][CH2:20][N:14]([C:12]([O:11][CH:8]([CH3:10])[CH3:9])=[O:13])[C:15]2[CH:40]=[CH:39][C:38]([CH3:41])=[C:37]([F:42])[C:16]1=2)(=[O:3])[CH3:2]. The catalyst class is: 4.